From a dataset of Forward reaction prediction with 1.9M reactions from USPTO patents (1976-2016). Predict the product of the given reaction. (1) Given the reactants [NH2:1][C:2]1[CH:3]=[C:4]([C:8]2[CH:16]=[CH:15][C:14]([C:17]([NH2:19])=[O:18])=[C:13]3[C:9]=2[CH:10]=[C:11]([CH2:20][CH2:21][O:22][CH2:23][CH3:24])[NH:12]3)[CH:5]=[CH:6][CH:7]=1.CCN(C(C)C)C(C)C.[C:34](Cl)(=[O:37])[CH:35]=[CH2:36], predict the reaction product. The product is: [C:34]([NH:1][C:2]1[CH:3]=[C:4]([C:8]2[CH:16]=[CH:15][C:14]([C:17]([NH2:19])=[O:18])=[C:13]3[C:9]=2[CH:10]=[C:11]([CH2:20][CH2:21][O:22][CH2:23][CH3:24])[NH:12]3)[CH:5]=[CH:6][CH:7]=1)(=[O:37])[CH:35]=[CH2:36]. (2) Given the reactants [CH3:1][C:2]1[NH:3][C:4]2[N:5]([N:9]=[CH:10][C:11]=2[C:12]2[C:17]([CH3:18])=[CH:16][C:15]([CH3:19])=[CH:14][C:13]=2[CH3:20])[C:6](=O)[CH:7]=1.CCN(C1C=CC=CC=1)CC.O=P(Cl)(Cl)[Cl:34], predict the reaction product. The product is: [Cl:34][C:6]1[N:5]2[N:9]=[CH:10][C:11]([C:12]3[C:17]([CH3:18])=[CH:16][C:15]([CH3:19])=[CH:14][C:13]=3[CH3:20])=[C:4]2[N:3]=[C:2]([CH3:1])[CH:7]=1. (3) Given the reactants [Br:1][C:2]1[CH:7]=[CH:6][N:5]=[C:4]([OH:8])[CH:3]=1.[CH2:9](Br)[C:10]1[CH:15]=[CH:14][CH:13]=[CH:12][CH:11]=1, predict the reaction product. The product is: [CH2:9]([O:8][C:4]1[CH:3]=[C:2]([Br:1])[CH:7]=[CH:6][N:5]=1)[C:10]1[CH:15]=[CH:14][CH:13]=[CH:12][CH:11]=1. (4) Given the reactants Cl[C:2]1[N:7]=[CH:6][N:5]=[C:4]2[N:8]([C:11]3[CH:16]=[CH:15][C:14]([O:17][CH3:18])=[CH:13][CH:12]=3)[N:9]=[CH:10][C:3]=12.[NH2:19][C:20]1[CH:21]=[C:22]([CH:36]=[CH:37][C:38]=1[Cl:39])[C:23]([NH:25][C:26]1[CH:31]=[CH:30][CH:29]=[C:28]([C:32]([F:35])([F:34])[F:33])[CH:27]=1)=[O:24], predict the reaction product. The product is: [Cl:39][C:38]1[CH:37]=[CH:36][C:22]([C:23]([NH:25][C:26]2[CH:31]=[CH:30][CH:29]=[C:28]([C:32]([F:34])([F:35])[F:33])[CH:27]=2)=[O:24])=[CH:21][C:20]=1[NH:19][C:2]1[N:7]=[CH:6][N:5]=[C:4]2[N:8]([C:11]3[CH:16]=[CH:15][C:14]([O:17][CH3:18])=[CH:13][CH:12]=3)[N:9]=[CH:10][C:3]=12. (5) The product is: [Cl:1][C:2]1[CH:7]=[C:6]([NH:8][C:9]2[CH:14]=[CH:13][C:12]([F:15])=[CH:11][C:10]=2[F:16])[CH:5]=[CH:4][C:3]=1[C:17]([C:19]1[CH:24]=[C:23]([N:25]2[CH:29]=[C:28]([CH2:30][CH2:31][NH:32][CH2:37][CH2:36][CH3:40])[N:27]=[N:26]2)[CH:22]=[CH:21][C:20]=1[CH3:38])=[O:18]. Given the reactants [Cl:1][C:2]1[CH:7]=[C:6]([NH:8][C:9]2[CH:14]=[CH:13][C:12]([F:15])=[CH:11][C:10]=2[F:16])[CH:5]=[CH:4][C:3]=1[C:17]([C:19]1[CH:24]=[C:23]([N:25]2[CH:29]=[C:28]([CH2:30][CH2:31][N:32]3[CH2:37][CH2:36]OCC3)[N:27]=[N:26]2)[CH:22]=[CH:21][C:20]=1[CH3:38])=[O:18].Cl[C:40]1C=C(NC2C=CC(F)=CC=2F)C=CC=1C(C1C=C(N2C=C(CCOS(C3C=CC(C)=CC=3)(=O)=O)N=N2)C=CC=1C)=O.C(N)CC, predict the reaction product. (6) The product is: [OH:16][C@H:13]1[CH2:14][CH2:15][C@H:10]([N:9]2[C:7](=[O:8])[NH:6][C:3]3[C:4]2=[N:5][C:26]([C:23]2[CH:22]=[CH:21][CH:72]=[C:71]([OH:70])[CH:24]=2)=[N:1][C:2]=3[C:17]([NH2:18])=[O:43])[CH2:11][CH2:12]1. Given the reactants [NH2:1]/[C:2](/[C:17]#[N:18])=[C:3](\[NH:6][C:7]([NH:9][C@H:10]1[CH2:15][CH2:14][C@H:13]([OH:16])[CH2:12][CH2:11]1)=[O:8])/[C:4]#[N:5].O[C@@H]1C[CH2:24][C@H:23]([C:26](O)=O)[CH2:22][CH2:21]1.C(N(CC)CC)C.C1(P(N=[N+]=[N-])(C2C=CC=CC=2)=[O:43])C=CC=CC=1.[O-][Mn](=O)(=O)=O.[K+].N/C(/C#N)=C(\N)/C#N.C([O:70][CH2:71][CH3:72])(=O)C, predict the reaction product. (7) The product is: [CH3:37][O:36][C:33]1[CH:34]=[CH:35][C:28]2[NH:27][C:26](=[O:38])[N:25]([CH:22]3[CH2:23][CH2:24][N:19]([C:15]4[CH:14]=[C:13]([O:12][C:3]5[CH:4]=[CH:5][C:6]6[NH:7][C:8]([CH3:11])=[N:9][C:10]=6[CH:2]=5)[N:18]=[CH:17][N:16]=4)[CH2:20][CH2:21]3)[CH2:31][CH2:30][C:29]=2[CH:32]=1. Given the reactants Cl[C:2]1[C:10]2[N:9]=[C:8]([CH3:11])[NH:7][C:6]=2[CH:5]=[CH:4][C:3]=1[O:12][C:13]1[N:18]=[CH:17][N:16]=[C:15]([N:19]2[CH2:24][CH2:23][CH:22]([N:25]3[CH2:31][CH2:30][C:29]4[CH:32]=[C:33]([O:36][CH3:37])[CH:34]=[CH:35][C:28]=4[NH:27][C:26]3=[O:38])[CH2:21][CH2:20]2)[CH:14]=1.[H][H], predict the reaction product. (8) Given the reactants [F:1][C:2]([F:15])([F:14])[C:3]1[C:8]([C:9]([O:11]CC)=O)=[CH:7][N:6]=[CH:5][N:4]=1.[C:16](=[N:21]O)([NH2:20])[CH:17]([CH3:19])[CH3:18].[O-]CC.[Na+], predict the reaction product. The product is: [CH:17]([C:16]1[N:21]=[C:9]([C:8]2[C:3]([C:2]([F:1])([F:14])[F:15])=[N:4][CH:5]=[N:6][CH:7]=2)[O:11][N:20]=1)([CH3:19])[CH3:18]. (9) Given the reactants [F:1][C:2]([F:17])([CH:14]([F:16])[F:15])[CH2:3][O:4][C:5]1[N:10]=[CH:9][C:8]([C:11](=O)[CH3:12])=[CH:7][CH:6]=1.[CH3:18][C:19]([S@:22]([NH2:24])=[O:23])([CH3:21])[CH3:20], predict the reaction product. The product is: [CH3:18][C:19]([S@:22]([NH:24][CH:11]([C:8]1[CH:9]=[N:10][C:5]([O:4][CH2:3][C:2]([F:17])([F:1])[CH:14]([F:16])[F:15])=[CH:6][CH:7]=1)[CH3:12])=[O:23])([CH3:21])[CH3:20].